This data is from Orexin1 receptor HTS with 218,158 compounds and 233 confirmed actives. The task is: Binary Classification. Given a drug SMILES string, predict its activity (active/inactive) in a high-throughput screening assay against a specified biological target. The molecule is S(c1oc2c(n1)cccc2)CC#CCOC(=O)c1oc2c(c1)cccc2. The result is 1 (active).